This data is from Full USPTO retrosynthesis dataset with 1.9M reactions from patents (1976-2016). The task is: Predict the reactants needed to synthesize the given product. (1) The reactants are: [CH2:1]([O:3][CH2:4][C:5]1[CH:6]=[CH:7][C:8]([NH2:12])=[N:9][C:10]=1[CH3:11])[CH3:2].[F:13][C:14]([F:30])([F:29])[C:15]1[CH:16]=[C:17]([S:25](Cl)(=[O:27])=[O:26])[CH:18]=[C:19]([C:21]([F:24])([F:23])[F:22])[CH:20]=1. Given the product [CH2:1]([O:3][CH2:4][C:5]1[CH:6]=[CH:7][C:8]([NH:12][S:25]([C:17]2[CH:18]=[C:19]([C:21]([F:22])([F:23])[F:24])[CH:20]=[C:15]([C:14]([F:13])([F:29])[F:30])[CH:16]=2)(=[O:27])=[O:26])=[N:9][C:10]=1[CH3:11])[CH3:2], predict the reactants needed to synthesize it. (2) Given the product [ClH:30].[NH:20]1[CH2:21][CH2:22][C@H:18]([O:17][C:9]2[C:10]3[C:15](=[CH:14][CH:13]=[CH:12][CH:11]=3)[CH:16]=[C:7]([C:4]3[NH:3][C:2](=[O:1])[NH:6][N:5]=3)[N:8]=2)[CH2:19]1, predict the reactants needed to synthesize it. The reactants are: [O:1]=[C:2]1[NH:6][N:5]=[C:4]([C:7]2[N:8]=[C:9]([O:17][C@H:18]3[CH2:22][CH2:21][N:20](C(OC(C)(C)C)=O)[CH2:19]3)[C:10]3[C:15]([CH:16]=2)=[CH:14][CH:13]=[CH:12][CH:11]=3)[NH:3]1.[ClH:30].